From a dataset of NCI-60 drug combinations with 297,098 pairs across 59 cell lines. Regression. Given two drug SMILES strings and cell line genomic features, predict the synergy score measuring deviation from expected non-interaction effect. (1) Drug 1: C1=CC=C(C=C1)NC(=O)CCCCCCC(=O)NO. Drug 2: CCN(CC)CCCC(C)NC1=C2C=C(C=CC2=NC3=C1C=CC(=C3)Cl)OC. Cell line: SK-MEL-2. Synergy scores: CSS=65.2, Synergy_ZIP=-1.40, Synergy_Bliss=3.23, Synergy_Loewe=-2.31, Synergy_HSA=2.90. (2) Drug 1: CCC1(C2=C(COC1=O)C(=O)N3CC4=CC5=C(C=CC(=C5CN(C)C)O)N=C4C3=C2)O.Cl. Drug 2: B(C(CC(C)C)NC(=O)C(CC1=CC=CC=C1)NC(=O)C2=NC=CN=C2)(O)O. Cell line: A549. Synergy scores: CSS=36.0, Synergy_ZIP=-7.53, Synergy_Bliss=-4.01, Synergy_Loewe=-13.4, Synergy_HSA=-5.10. (3) Drug 1: CC1=C2C(C(=O)C3(C(CC4C(C3C(C(C2(C)C)(CC1OC(=O)C(C(C5=CC=CC=C5)NC(=O)OC(C)(C)C)O)O)OC(=O)C6=CC=CC=C6)(CO4)OC(=O)C)OC)C)OC. Drug 2: C1=C(C(=O)NC(=O)N1)N(CCCl)CCCl. Cell line: UACC62. Synergy scores: CSS=50.0, Synergy_ZIP=-0.157, Synergy_Bliss=-0.898, Synergy_Loewe=1.32, Synergy_HSA=3.86. (4) Drug 1: C1=CC(=CC=C1CCC2=CNC3=C2C(=O)NC(=N3)N)C(=O)NC(CCC(=O)O)C(=O)O. Drug 2: C1=NC2=C(N1)C(=S)N=CN2. Cell line: NCI-H522. Synergy scores: CSS=54.8, Synergy_ZIP=-4.64, Synergy_Bliss=-3.59, Synergy_Loewe=-18.2, Synergy_HSA=-1.44.